From a dataset of Catalyst prediction with 721,799 reactions and 888 catalyst types from USPTO. Predict which catalyst facilitates the given reaction. (1) Reactant: [CH2:1]([O:8][C:9](=[O:19])[NH:10][CH2:11][CH:12]1[CH2:17][CH2:16][CH:15]([NH2:18])[CH2:14][CH2:13]1)[C:2]1[CH:7]=[CH:6][CH:5]=[CH:4][CH:3]=1.C([O-])([O-])=O.[K+].[K+].Br[CH2:27][CH2:28][CH2:29][CH2:30]Br. Product: [CH2:1]([O:8][C:9](=[O:19])[NH:10][CH2:11][CH:12]1[CH2:17][CH2:16][CH:15]([N:18]2[CH2:30][CH2:29][CH2:28][CH2:27]2)[CH2:14][CH2:13]1)[C:2]1[CH:3]=[CH:4][CH:5]=[CH:6][CH:7]=1. The catalyst class is: 31. (2) Reactant: [NH2:1][CH2:2][CH2:3][CH2:4][CH2:5][C:6]1[CH:17]=[CH:16][C:9]([O:10][CH2:11][CH:12]([OH:15])[CH2:13][OH:14])=[CH:8][CH:7]=1.C(O)C.C(N(CC)CC)C.[NH2:28][C:29]1[C:30]([C:37]([NH:39][C:40](SC)=[NH:41])=[O:38])=[N:31][C:32]([Cl:36])=[C:33]([NH2:35])[N:34]=1. Product: [NH2:28][C:29]1[C:30]([C:37](/[N:39]=[C:40](\[NH2:41])/[NH:1][CH2:2][CH2:3][CH2:4][CH2:5][C:6]2[CH:17]=[CH:16][C:9]([O:10][CH2:11][CH:12]([OH:15])[CH2:13][OH:14])=[CH:8][CH:7]=2)=[O:38])=[N:31][C:32]([Cl:36])=[C:33]([NH2:35])[N:34]=1. The catalyst class is: 1. (3) Reactant: [F:1][C:2]1[CH:7]=[CH:6][C:5]([CH:8]([C:15]2[CH:20]=[CH:19][C:18]([F:21])=[CH:17][CH:16]=2)[CH2:9][C:10](OCC)=[O:11])=[CH:4][CH:3]=1.[H-].[H-].[H-].[H-].[Li+].[Al+3]. Product: [F:1][C:2]1[CH:7]=[CH:6][C:5]([CH:8]([C:15]2[CH:16]=[CH:17][C:18]([F:21])=[CH:19][CH:20]=2)[CH2:9][CH2:10][OH:11])=[CH:4][CH:3]=1. The catalyst class is: 1. (4) Reactant: N1C=CC=C1[C:6]1[CH2:12][CH2:11][CH2:10][CH:9]=[C:8]([C:13]([O:15][CH2:16][CH:17]([CH3:19])[CH3:18])=[O:14])[C:7]=1[C:20]([O:22][CH2:23][CH:24]([CH3:26])[CH3:25])=[O:21].O1CCCC1. The catalyst class is: 6. Product: [C:8]1([C:13]([O:15][CH2:16][CH:17]([CH3:19])[CH3:18])=[O:14])[C:7]([C:20]([O:22][CH2:23][CH:24]([CH3:26])[CH3:25])=[O:21])=[CH:6][CH2:12][CH2:11][CH2:10][CH:9]=1. (5) Product: [CH3:1][C:2]([CH2:8][CH2:9][CH2:10][CH:11]([CH3:18])[CH2:12][CH2:13][CH2:14][CH:15]([CH3:17])[CH3:16])=[CH:3][C:4]([O:6][CH2:7][CH:20]([CH2:21][OH:22])[OH:19])=[O:5]. Reactant: [CH3:1][C:2]([CH2:8][CH2:9][CH2:10][CH:11]([CH3:18])[CH2:12][CH2:13][CH2:14][CH:15]([CH3:17])[CH3:16])=[CH:3][C:4]([O:6][CH3:7])=[O:5].[OH:19][CH2:20][CH:21](CO)[OH:22].C(=O)([O-])[O-].[K+].[K+].Cl. The catalyst class is: 9. (6) Reactant: [CH2:1]([Mg]Br)[CH3:2].[Cl:5][C:6]1[N:11]=[C:10](Cl)[CH:9]=[CH:8][N:7]=1.[NH4+].[Cl-]. Product: [Cl:5][C:6]1[N:11]=[C:10]([CH2:1][CH3:2])[CH:9]=[CH:8][N:7]=1. The catalyst class is: 1. (7) Product: [NH3:9].[CH3:7][C:8]1[N:9]([CH2:14][C:15]([O:17][CH2:18][CH3:19])=[O:16])[CH:10]=[CH:11][N:12]=1. Reactant: C(=O)([O-])[O-].[K+].[K+].[CH3:7][C:8]1[NH:9][CH:10]=[CH:11][N:12]=1.Br[CH2:14][C:15]([O:17][CH2:18][CH3:19])=[O:16]. The catalyst class is: 7. (8) Reactant: [NH2:1][C:2]1[C:3]([NH:14][CH2:15][CH2:16][OH:17])=[C:4]([S:8]([N:11]([CH3:13])[CH3:12])(=[O:10])=[O:9])[CH:5]=[CH:6][CH:7]=1.[CH:18](O)=O. Product: [OH:17][CH2:16][CH2:15][N:14]1[C:3]2[C:4]([S:8]([N:11]([CH3:13])[CH3:12])(=[O:9])=[O:10])=[CH:5][CH:6]=[CH:7][C:2]=2[N:1]=[CH:18]1. The catalyst class is: 33.